Task: Predict the reaction yield, written as a fraction of the theoretical maximum amount of product (1.0 means a 100% yield; for example, 0.34 means a 34% yield).. Dataset: Reaction yield outcomes from USPTO patents with 853,638 reactions (1) The reactants are CC1C=CC(S(O[CH2:12][CH2:13][CH2:14][C:15]2[C:23]3[C:18](=[CH:19][CH:20]=[C:21]([Cl:24])[CH:22]=3)[NH:17][CH:16]=2)(=O)=O)=CC=1.[CH3:25][O:26][C:27]1[CH:32]=[C:31]([O:33][CH3:34])[N:30]=[C:29]([N:35]2[CH2:40][CH2:39][NH:38][CH2:37][CH2:36]2)[N:28]=1.C(=O)([O-])[O-].[K+].[K+].[I-].[K+]. The catalyst is C(#N)C. The product is [Cl:24][C:21]1[CH:22]=[C:23]2[C:18](=[CH:19][CH:20]=1)[NH:17][CH:16]=[C:15]2[CH2:14][CH2:13][CH2:12][N:38]1[CH2:39][CH2:40][N:35]([C:29]2[N:28]=[C:27]([O:26][CH3:25])[CH:32]=[C:31]([O:33][CH3:34])[N:30]=2)[CH2:36][CH2:37]1. The yield is 0.660. (2) The catalyst is C(Cl)Cl.C1C=CC([P]([Pd]([P](C2C=CC=CC=2)(C2C=CC=CC=2)C2C=CC=CC=2)([P](C2C=CC=CC=2)(C2C=CC=CC=2)C2C=CC=CC=2)[P](C2C=CC=CC=2)(C2C=CC=CC=2)C2C=CC=CC=2)(C2C=CC=CC=2)C2C=CC=CC=2)=CC=1. The yield is 0.950. The product is [CH2:31]([N:14]([CH2:13][C:12]1[CH:11]=[CH:10][C:9]([O:8][C:7]2[CH:40]=[CH:41][CH:42]=[C:5]([OH:4])[CH:6]=2)=[CH:39][CH:38]=1)[C:15]1[C:16]([CH3:30])=[C:17]([N:21]([S:26]([CH3:29])(=[O:27])=[O:28])[S:22]([CH3:25])(=[O:23])=[O:24])[CH:18]=[CH:19][CH:20]=1)[C:32]1[CH:33]=[CH:34][CH:35]=[CH:36][CH:37]=1. The reactants are C([O:4][C:5]1[CH:6]=[C:7]([CH:40]=[CH:41][CH:42]=1)[O:8][C:9]1[CH:39]=[CH:38][C:12]([CH2:13][N:14]([CH2:31][C:32]2[CH:37]=[CH:36][CH:35]=[CH:34][CH:33]=2)[C:15]2[C:16]([CH3:30])=[C:17]([N:21]([S:26]([CH3:29])(=[O:28])=[O:27])[S:22]([CH3:25])(=[O:24])=[O:23])[CH:18]=[CH:19][CH:20]=2)=[CH:11][CH:10]=1)C=C. (3) The reactants are [CH2:1]([N:3]1[C:11]2[C:6](=[CH:7][CH:8]=[C:9]([O:12][CH3:13])[CH:10]=2)[C:5]([C:14]#[N:15])=[C:4]1[C:16]1[CH:21]=[CH:20][C:19]([OH:22])=[C:18]([N+:23]([O-])=O)[CH:17]=1)[CH3:2]. The catalyst is [Pd].CCOC(C)=O. The product is [NH2:23][C:18]1[CH:17]=[C:16]([C:4]2[N:3]([CH2:1][CH3:2])[C:11]3[C:6]([C:5]=2[C:14]#[N:15])=[CH:7][CH:8]=[C:9]([O:12][CH3:13])[CH:10]=3)[CH:21]=[CH:20][C:19]=1[OH:22]. The yield is 0.910. (4) The reactants are C(OC([NH:8][C@H:9]1[CH2:14][CH2:13][CH2:12][CH2:11][C@H:10]1[NH:15][C:16]1[CH:25]=[C:24]([C:26]#[N:27])[C:19]([C:20]([O:22][CH3:23])=[O:21])=[C:18]([NH:28][C:29]2[CH:34]=[CH:33][CH:32]=[C:31]([S:35]([CH3:38])(=[O:37])=[O:36])[CH:30]=2)[N:17]=1)=O)(C)(C)C.Cl. The catalyst is CC(O)=O. The product is [NH2:8][C@H:9]1[CH2:14][CH2:13][CH2:12][CH2:11][C@H:10]1[NH:15][C:16]1[CH:25]=[C:24]([C:26]#[N:27])[C:19]([C:20]([O:22][CH3:23])=[O:21])=[C:18]([NH:28][C:29]2[CH:34]=[CH:33][CH:32]=[C:31]([S:35]([CH3:38])(=[O:37])=[O:36])[CH:30]=2)[N:17]=1. The yield is 0.850. (5) The reactants are I[C:2]1[C:10]2[C:5](=[N:6][CH:7]=[N:8][C:9]=2[NH2:11])[NH:4][N:3]=1.[O:12]1[C:16]2[CH:17]=[CH:18][C:19](B(O)O)=[CH:20][C:15]=2[CH2:14][CH2:13]1.C(=O)([O-])[O-].[Na+].[Na+]. The catalyst is CN(C=O)C.C(O)C.O. The product is [O:12]1[C:16]2[CH:17]=[CH:18][C:19]([C:2]3[C:10]4[C:5](=[N:6][CH:7]=[N:8][C:9]=4[NH2:11])[NH:4][N:3]=3)=[CH:20][C:15]=2[CH2:14][CH2:13]1. The yield is 0.290. (6) The reactants are [CH2:1]([C:5]1[CH:10]=[CH:9][C:8]([CH:11]([CH3:15])[C:12]([NH2:14])=O)=[CH:7][CH:6]=1)[CH:2]([CH3:4])[CH3:3].F[B-](F)(F)F.C([O+](CC)CC)C.[CH3:28][N:29]([CH3:34])[CH2:30][CH2:31][CH2:32][NH2:33]. The catalyst is ClCCl. The product is [CH2:1]([C:5]1[CH:10]=[CH:9][C:8]([CH:11]([CH3:15])[C:12]([NH:33][CH2:32][CH2:31][CH2:30][N:29]([CH3:34])[CH3:28])=[NH:14])=[CH:7][CH:6]=1)[CH:2]([CH3:4])[CH3:3]. The yield is 0.580.